Dataset: Reaction yield outcomes from USPTO patents with 853,638 reactions. Task: Predict the reaction yield, written as a fraction of the theoretical maximum amount of product (1.0 means a 100% yield; for example, 0.34 means a 34% yield). (1) The reactants are [C:1]([O:5][C:6](=[O:28])[NH:7][C:8]1[S:9][C:10]2[CH:16]=[C:15]([CH2:17]O)[CH:14]=[C:13]([C:19]3[CH:24]=[CH:23][CH:22]=[C:21]([N+:25]([O-:27])=[O:26])[CH:20]=3)[C:11]=2[N:12]=1)([CH3:4])([CH3:3])[CH3:2].C1C=CC(P(C2C=CC=CC=2)C2C=CC=CC=2)=CC=1.C1C(=O)N([Br:55])C(=O)C1. The catalyst is C(Cl)Cl. The product is [C:1]([O:5][C:6](=[O:28])[NH:7][C:8]1[S:9][C:10]2[CH:16]=[C:15]([CH2:17][Br:55])[CH:14]=[C:13]([C:19]3[CH:24]=[CH:23][CH:22]=[C:21]([N+:25]([O-:27])=[O:26])[CH:20]=3)[C:11]=2[N:12]=1)([CH3:4])([CH3:3])[CH3:2]. The yield is 0.220. (2) The reactants are [Cl:1][C:2]1[C:3]([O:9][C:10]2[CH:15]=[C:14]([O:16][CH:17]([CH3:19])[CH3:18])[CH:13]=[CH:12][C:11]=2[CH2:20][CH2:21][CH2:22][OH:23])=[N:4][CH:5]=[C:6]([Cl:8])[CH:7]=1.O[C:25]1[C:30]([CH2:31][C:32]([O:34]C)=[O:33])=[CH:29][CH:28]=[CH:27][N:26]=1.C(P(CCCC)CCCC)CCC.N(C(N1CCCCC1)=O)=NC(N1CCCCC1)=O.O1CCCC1CO.[OH-].[Na+].Cl. The catalyst is O1CCCC1. The product is [Cl:1][C:2]1[C:3]([O:9][C:10]2[CH:15]=[C:14]([O:16][CH:17]([CH3:18])[CH3:19])[CH:13]=[CH:12][C:11]=2[CH2:20][CH2:21][CH2:22][O:23][C:25]2[C:30]([CH2:31][C:32]([OH:34])=[O:33])=[CH:29][CH:28]=[CH:27][N:26]=2)=[N:4][CH:5]=[C:6]([Cl:8])[CH:7]=1. The yield is 0.430.